Dataset: Reaction yield outcomes from USPTO patents with 853,638 reactions. Task: Predict the reaction yield, written as a fraction of the theoretical maximum amount of product (1.0 means a 100% yield; for example, 0.34 means a 34% yield). The product is [CH3:24][N:25]1[CH:29]=[C:28]([C:2]2[CH:7]=[CH:6][N:5]=[C:4]3[N:8]([S:15]([C:18]4[CH:23]=[CH:22][CH:21]=[CH:20][CH:19]=4)(=[O:17])=[O:16])[C:9]([Si:11]([CH3:14])([CH3:13])[CH3:12])=[CH:10][C:3]=23)[C:27]([C:39]2[CH:40]=[CH:41][C:42]([N+:45]([O-:47])=[O:46])=[CH:43][CH:44]=2)=[N:26]1. The yield is 0.360. The reactants are Br[C:2]1[CH:7]=[CH:6][N:5]=[C:4]2[N:8]([S:15]([C:18]3[CH:23]=[CH:22][CH:21]=[CH:20][CH:19]=3)(=[O:17])=[O:16])[C:9]([Si:11]([CH3:14])([CH3:13])[CH3:12])=[CH:10][C:3]=12.[CH3:24][N:25]1[CH:29]=[C:28](B2OC(C)(C)C(C)(C)O2)[C:27]([C:39]2[CH:44]=[CH:43][C:42]([N+:45]([O-:47])=[O:46])=[CH:41][CH:40]=2)=[N:26]1.N#N. The catalyst is O1CCOCC1.C([O-])(O)=O.[Na+].[Pd].C1(P(C2C=CC=CC=2)C2C=CC=CC=2)C=CC=CC=1.C1(P(C2C=CC=CC=2)C2C=CC=CC=2)C=CC=CC=1.C1(P(C2C=CC=CC=2)C2C=CC=CC=2)C=CC=CC=1.C1(P(C2C=CC=CC=2)C2C=CC=CC=2)C=CC=CC=1.